Dataset: Catalyst prediction with 721,799 reactions and 888 catalyst types from USPTO. Task: Predict which catalyst facilitates the given reaction. (1) Reactant: [CH3:1]I.[F:3][C:4]1[CH:5]=[C:6]([C:10]2[S:14][C:13]([CH3:15])=[N:12][C:11]=2[C:16]([N:18]2[CH2:23][CH:22]([OH:24])[CH2:21][CH2:20][CH:19]2[C:25]([O:27][CH3:28])=[O:26])=[O:17])[CH:7]=[CH:8][CH:9]=1. Product: [F:3][C:4]1[CH:5]=[C:6]([C:10]2[S:14][C:13]([CH3:15])=[N:12][C:11]=2[C:16]([N:18]2[CH2:23][CH:22]([O:24][CH3:1])[CH2:21][CH2:20][CH:19]2[C:25]([O:27][CH3:28])=[O:26])=[O:17])[CH:7]=[CH:8][CH:9]=1. The catalyst class is: 496. (2) Reactant: [OH:1][C:2]1[CH:22]=[CH:21][C:5]2[C:6](=[O:20])/[C:7](=[CH:9]/[C:10]3[C:18]4[C:13](=[CH:14][CH:15]=[CH:16][C:17]=4[OH:19])[NH:12][CH:11]=3)/[O:8][C:4]=2[C:3]=1[CH2:23][N:24]1[CH2:29][CH2:28][N:27](C(OC(C)(C)C)=O)[CH2:26][CH2:25]1.[ClH:37]. Product: [ClH:37].[ClH:37].[OH:1][C:2]1[CH:22]=[CH:21][C:5]2[C:6](=[O:20])/[C:7](=[CH:9]/[C:10]3[C:18]4[C:13](=[CH:14][CH:15]=[CH:16][C:17]=4[OH:19])[NH:12][CH:11]=3)/[O:8][C:4]=2[C:3]=1[CH2:23][N:24]1[CH2:29][CH2:28][NH:27][CH2:26][CH2:25]1. The catalyst class is: 135. (3) Reactant: Cl[C:2]1[N:7]=[C:6]([O:8][CH3:9])[C:5]([C:10]2[C:19]3[C:14](=[CH:15][C:16]([S:20]([N:23]([CH2:30][C:31]4[CH:36]=[CH:35][C:34]([O:37][CH3:38])=[CH:33][CH:32]=4)[C:24]4[CH:29]=[CH:28][N:27]=[CH:26][N:25]=4)(=[O:22])=[O:21])=[CH:17][CH:18]=3)[CH:13]=[CH:12][N:11]=2)=[CH:4][CH:3]=1.[F:39][C:40]1[CH:41]=[C:42](B(O)O)[CH:43]=[CH:44][C:45]=1[F:46].C(=O)([O-])[O-].[K+].[K+]. Product: [F:39][C:40]1[CH:41]=[C:42]([C:2]2[N:7]=[C:6]([O:8][CH3:9])[C:5]([C:10]3[C:19]4[C:14](=[CH:15][C:16]([S:20]([N:23]([CH2:30][C:31]5[CH:36]=[CH:35][C:34]([O:37][CH3:38])=[CH:33][CH:32]=5)[C:24]5[CH:29]=[CH:28][N:27]=[CH:26][N:25]=5)(=[O:22])=[O:21])=[CH:17][CH:18]=4)[CH:13]=[CH:12][N:11]=3)=[CH:4][CH:3]=2)[CH:43]=[CH:44][C:45]=1[F:46]. The catalyst class is: 73. (4) Reactant: [CH3:1][S:2]([C:5]1[CH:10]=[C:9]([N+]([O-])=O)[CH:8]=[C:7]([O:14][CH3:15])[CH:6]=1)(=[O:4])=[O:3].[Cl-].[NH4+:17].CO. Product: [CH3:1][S:2]([C:5]1([NH2:17])[CH:6]=[C:7]([O:14][CH3:15])[CH:8]=[CH:9][CH2:10]1)(=[O:4])=[O:3]. The catalyst class is: 739.